Dataset: Forward reaction prediction with 1.9M reactions from USPTO patents (1976-2016). Task: Predict the product of the given reaction. (1) Given the reactants [C:1]([C:3]1[CH:4]=[C:5]([CH:9]=[CH:10][C:11]=1[O:12][CH2:13][CH:14]([CH3:16])[CH3:15])[C:6]([NH2:8])=[S:7])#[N:2].[CH2:17]([O:19][C:20](=[O:26])[CH:21](Cl)[C:22]([CH3:24])=O)[CH3:18], predict the reaction product. The product is: [CH2:17]([O:19][C:20]([C:21]1[S:7][C:6]([C:5]2[CH:9]=[CH:10][C:11]([O:12][CH2:13][CH:14]([CH3:16])[CH3:15])=[C:3]([C:1]#[N:2])[CH:4]=2)=[N:8][C:22]=1[CH3:24])=[O:26])[CH3:18]. (2) Given the reactants [CH3:1][O:2][C:3]1[CH:8]=[CH:7][CH:6]=[CH:5][C:4]=1[N:9]1[CH2:14][CH2:13][NH:12][CH2:11][CH2:10]1.[CH3:15][O:16][C:17]1[CH:18]=[C:19]([C:23]2[C:24]([CH:29]=O)=[CH:25][CH:26]=[CH:27][CH:28]=2)[CH:20]=[CH:21][CH:22]=1.[BH-](OC(C)=O)(OC(C)=O)OC(C)=O.[Na+].C1(C2C=CC=CC=2)C=CC=CC=1CN1CCN(C2C=CC=CC=2)CC1, predict the reaction product. The product is: [CH3:15][O:16][C:17]1[CH:18]=[C:19]([C:23]2[CH:28]=[CH:27][CH:26]=[CH:25][C:24]=2[CH2:29][N:12]2[CH2:13][CH2:14][N:9]([C:4]3[CH:5]=[CH:6][CH:7]=[CH:8][C:3]=3[O:2][CH3:1])[CH2:10][CH2:11]2)[CH:20]=[CH:21][CH:22]=1. (3) The product is: [CH3:17][O:18][C:19]1[CH:20]=[CH:21][C:22]2[C:10]([C:11]([O:13][CH2:14][CH3:15])=[O:12])=[C:9]([C:4]3[CH:5]=[CH:6][CH:7]=[CH:8][C:3]=3[O:2][CH3:1])[O:16][C:23]=2[CH:24]=1. Given the reactants [CH3:1][O:2][C:3]1[CH:8]=[CH:7][CH:6]=[CH:5][C:4]=1[C:9](=[O:16])[CH2:10][C:11]([O:13][CH2:14][CH3:15])=[O:12].[CH3:17][O:18][C:19]1[CH:20]=[C:21](O)[CH:22]=[CH:23][CH:24]=1, predict the reaction product. (4) Given the reactants [Cl:1][C:2]1[N:10]=[CH:9][CH:8]=[CH:7][C:3]=1[C:4]([OH:6])=O.[CH2:11]([N:13]([CH2:17][CH3:18])[CH2:14][CH2:15][NH2:16])[CH3:12].C1C=CC2N(O)N=NC=2C=1.CCN=C=NCCCN(C)C.C(N(C(C)C)CC)(C)C, predict the reaction product. The product is: [Cl:1][C:2]1[N:10]=[CH:9][CH:8]=[CH:7][C:3]=1[C:4]([NH:16][CH2:15][CH2:14][N:13]([CH2:17][CH3:18])[CH2:11][CH3:12])=[O:6]. (5) Given the reactants [Br:1][C:2]1[CH:6]=[N:5][N:4]([CH3:7])[C:3]=1[C:8]1[CH:9]=[C:10]([NH2:16])[CH:11]=[CH:12][C:13]=1[O:14][CH3:15].[F:17][C:18]1[CH:23]=[CH:22][C:21]([N:24]=[C:25]=[O:26])=[CH:20][C:19]=1[N+:27]([O-:29])=[O:28], predict the reaction product. The product is: [Br:1][C:2]1[CH:6]=[N:5][N:4]([CH3:7])[C:3]=1[C:8]1[CH:9]=[C:10]([NH:16][C:25]([NH:24][C:21]2[CH:22]=[CH:23][C:18]([F:17])=[C:19]([N+:27]([O-:29])=[O:28])[CH:20]=2)=[O:26])[CH:11]=[CH:12][C:13]=1[O:14][CH3:15]. (6) Given the reactants C([N:4]1[C:8]2[CH:9]([C:24]3[CH:29]=[CH:28][C:27]([Cl:30])=[CH:26][CH:25]=3)[N:10]([C:13]3[CH:22]=[C:21]([CH3:23])[C:16]4[N:17]=[N:18][N:19]([CH3:20])[C:15]=4[CH:14]=3)[C:11](=[O:12])[C:7]=2[N:6]=[C:5]1Br)C=C.[O-]P([O-])([O-])=O.[K+].[K+].[K+].[CH3:40]B1OB(C)OB(C)O1.CB1OB(C)OB(C)O1.CB1OB(C)OB(C)O1, predict the reaction product. The product is: [Cl:30][C:27]1[CH:26]=[CH:25][C:24]([CH:9]2[C:8]3[NH:4][C:5]([CH3:40])=[N:6][C:7]=3[C:11](=[O:12])[N:10]2[C:13]2[CH:22]=[C:21]([CH3:23])[C:16]3[N:17]=[N:18][N:19]([CH3:20])[C:15]=3[CH:14]=2)=[CH:29][CH:28]=1.